This data is from HIV replication inhibition screening data with 41,000+ compounds from the AIDS Antiviral Screen. The task is: Binary Classification. Given a drug SMILES string, predict its activity (active/inactive) in a high-throughput screening assay against a specified biological target. (1) The compound is CCC(=O)C1=C(OC(C)=O)C2Cc3c(n(C)c4ccccc34)C(C1)N2C. The result is 0 (inactive). (2) The compound is COc1ccc(CC#N)c(OCc2ccccc2)c1. The result is 0 (inactive). (3) The compound is On1c(-c2ccccc2)nc2ccccc2c1=S. The result is 0 (inactive). (4) The result is 0 (inactive). The compound is Cc1ccc(N=Nc2c(=N)[nH]n3cc4c(nc23)-c2ccccc2C4)cc1.